From a dataset of Forward reaction prediction with 1.9M reactions from USPTO patents (1976-2016). Predict the product of the given reaction. (1) Given the reactants [CH2:1]([O:8][C:9](=[O:19])[NH:10][C@@H:11]1[C:14](=[O:15])[N:13](OC)[C@H:12]1[CH3:18])[C:2]1[CH:7]=[CH:6][CH:5]=[CH:4][CH:3]=1, predict the reaction product. The product is: [CH2:1]([O:8][C:9](=[O:19])[NH:10][C@@H:11]1[C:14](=[O:15])[NH:13][C@H:12]1[CH3:18])[C:2]1[CH:7]=[CH:6][CH:5]=[CH:4][CH:3]=1. (2) Given the reactants [CH3:1][CH:2]([OH:5])[CH:3]=[CH2:4].C([Li])CCC.[Br:11][C:12]1[CH:17]=[CH:16][C:15](F)=[C:14]([N+:19]([O-:21])=[O:20])[CH:13]=1.Cl, predict the reaction product. The product is: [Br:11][C:12]1[CH:17]=[CH:16][C:15]([O:5][CH:2]([CH:3]=[CH2:4])[CH3:1])=[C:14]([N+:19]([O-:21])=[O:20])[CH:13]=1. (3) Given the reactants C([Li])CCC.O1[C@@H:22]2[C@@:7]1([CH3:42])[CH:8]=[CH:9][C:10](=[O:41])[C@H:11]([CH3:40])[C@H:12]([OH:39])[C@@H:13]([CH3:38])[C:14](=[O:37])[C:15]([CH3:36])([CH3:35])[C@@H:16]([OH:34])[CH2:17][C:18](=[O:33])[N:19]([CH3:32])[C@H:20]([C:23]([CH3:31])=[CH:24][C:25]1[N:26]=[C:27]([CH3:30])[S:28][CH:29]=1)[CH2:21]2.C([O-])(O)=O.[Na+], predict the reaction product. The product is: [OH:34][CH:16]1[C:15]([CH3:36])([CH3:35])[C:14](=[O:37])[CH:13]([CH3:38])[CH:12]([OH:39])[CH:11]([CH3:40])[C:10](=[O:41])[CH:9]=[CH:8][CH:7]([CH3:42])[CH2:22][CH2:21][CH:20]([C:23]([CH3:31])=[CH:24][C:25]2[N:26]=[C:27]([CH3:30])[S:28][CH:29]=2)[N:19]([CH3:32])[C:18](=[O:33])[CH2:17]1. (4) Given the reactants F[C:2]1[N:10]=[C:9]2[C:5]([N:6]=[CH:7][N:8]2[CH:11]([CH3:13])[CH3:12])=[C:4]([NH:14][CH2:15][C:16]2[CH:21]=[CH:20][CH:19]=[CH:18][N:17]=2)[N:3]=1.CCN(C(C)C)C(C)C.[NH2:31][C@@H:32]([CH2:36][CH3:37])[C@H:33]([OH:35])[CH3:34], predict the reaction product. The product is: [CH:11]([N:8]1[CH:7]=[N:6][C:5]2[C:9]1=[N:10][C:2]([NH:31][C@@H:32]([CH2:36][CH3:37])[C@H:33]([OH:35])[CH3:34])=[N:3][C:4]=2[NH:14][CH2:15][C:16]1[CH:21]=[CH:20][CH:19]=[CH:18][N:17]=1)([CH3:13])[CH3:12]. (5) Given the reactants [Br:1][C:2]1[CH:3]=[C:4]([CH:8]([C:18]2[CH:23]=[CH:22][CH:21]=[CH:20][CH:19]=2)[CH2:9][C:10]([C:12]2[CH:17]=[CH:16][N:15]=[CH:14][CH:13]=2)=O)[CH:5]=[CH:6][CH:7]=1.Cl.[NH2:25][OH:26].C([O-])(O)=O.[Na+], predict the reaction product. The product is: [Br:1][C:2]1[CH:3]=[C:4]([CH:8]([C:18]2[CH:23]=[CH:22][CH:21]=[CH:20][CH:19]=2)[CH2:9]/[C:10](/[C:12]2[CH:17]=[CH:16][N:15]=[CH:14][CH:13]=2)=[N:25]\[OH:26])[CH:5]=[CH:6][CH:7]=1.